This data is from Reaction yield outcomes from USPTO patents with 853,638 reactions. The task is: Predict the reaction yield, written as a fraction of the theoretical maximum amount of product (1.0 means a 100% yield; for example, 0.34 means a 34% yield). (1) The catalyst is Cl. The reactants are C([NH:4][C:5]([CH:26]1[CH2:31][CH2:30][N:29]([CH2:32][C:33]2[CH:38]=[CH:37][CH:36]=[CH:35][CH:34]=2)[CH2:28][CH2:27]1)([CH2:13][CH2:14][CH2:15][CH2:16][B:17]1[O:21]C(C)(C)C(C)(C)[O:18]1)[C:6](NC(C)(C)C)=[O:7])(=O)C.[OH2:39]. The yield is 0.620. The product is [NH2:4][C:5]([CH:26]1[CH2:31][CH2:30][N:29]([CH2:32][C:33]2[CH:38]=[CH:37][CH:36]=[CH:35][CH:34]=2)[CH2:28][CH2:27]1)([CH2:13][CH2:14][CH2:15][CH2:16][B:17]([OH:21])[OH:18])[C:6]([OH:39])=[O:7]. (2) The reactants are [C:1]1([C:17]2[CH:22]=[CH:21][CH:20]=[CH:19][CH:18]=2)[CH:6]=[CH:5][CH:4]=[CH:3][C:2]=1[NH:7][C:8](=[O:16])[O:9][CH2:10][C@@H:11]1[CH2:15][CH2:14][CH2:13][NH:12]1.I[CH2:24][CH3:25]. No catalyst specified. The product is [C:1]1([C:17]2[CH:22]=[CH:21][CH:20]=[CH:19][CH:18]=2)[CH:6]=[CH:5][CH:4]=[CH:3][C:2]=1[NH:7][C:8](=[O:16])[O:9][CH2:10][C@@H:11]1[CH2:15][CH2:14][CH2:13][N:12]1[CH2:24][CH3:25]. The yield is 0.350. (3) The reactants are [OH:1][C@@H:2]1[C:10]2[C:5](=[CH:6][CH:7]=[CH:8][CH:9]=2)[CH2:4][C@@:3]1([CH2:20][C:21]1[CH:29]=[CH:28][C:24]([C:25]([OH:27])=[O:26])=[CH:23][CH:22]=1)[C:11]1[CH2:12][C:13]2[C:18]([CH:19]=1)=[CH:17][CH:16]=[CH:15][CH:14]=2.C([O-])([O-])=O.[K+].[K+].[CH2:36](I)[CH3:37]. The catalyst is CN(C=O)C.Cl. The product is [OH:1][C@@H:2]1[C:10]2[C:5](=[CH:6][CH:7]=[CH:8][CH:9]=2)[CH2:4][C@@:3]1([CH2:20][C:21]1[CH:29]=[CH:28][C:24]([C:25]([O:27][CH2:36][CH3:37])=[O:26])=[CH:23][CH:22]=1)[C:11]1[CH2:12][C:13]2[C:18]([CH:19]=1)=[CH:17][CH:16]=[CH:15][CH:14]=2. The yield is 0.500. (4) The reactants are [OH-].[Na+].[F:3][C:4]1[CH:13]=[C:12]([CH2:14][C:15]2[CH:20]=[CH:19][CH:18]=[C:17]([F:21])[CH:16]=2)[CH:11]=[CH:10][C:5]=1[C:6]([O:8]C)=[O:7].Cl. The catalyst is C(O)C. The product is [F:3][C:4]1[CH:13]=[C:12]([CH2:14][C:15]2[CH:20]=[CH:19][CH:18]=[C:17]([F:21])[CH:16]=2)[CH:11]=[CH:10][C:5]=1[C:6]([OH:8])=[O:7]. The yield is 0.990. (5) The reactants are CO[C:3](=[O:12])[C:4]1[CH:9]=[CH:8][CH:7]=[CH:6][C:5]=1[CH2:10]Br.[F:13][C:14]([F:26])([F:25])[C:15]1[CH:20]=[CH:19][C:18]([CH2:21][CH2:22][CH2:23][NH2:24])=[CH:17][CH:16]=1.C([O-])([O-])=O.[K+].[K+].C(OCC)(=O)C. The catalyst is C1(C)C=CC=CC=1.CCCCCC. The product is [F:13][C:14]([F:25])([F:26])[C:15]1[CH:16]=[CH:17][C:18]([CH2:21][CH2:22][CH2:23][N:24]2[CH2:10][C:5]3[C:4](=[CH:9][CH:8]=[CH:7][CH:6]=3)[C:3]2=[O:12])=[CH:19][CH:20]=1. The yield is 0.200.